Dataset: Full USPTO retrosynthesis dataset with 1.9M reactions from patents (1976-2016). Task: Predict the reactants needed to synthesize the given product. Given the product [NH2:8][CH2:7][C:6]1[CH:9]=[CH:10][C:3]([N:2]([CH3:1])[CH3:12])=[N:4][C:5]=1[CH3:11], predict the reactants needed to synthesize it. The reactants are: [CH3:1][N:2]([CH3:12])[C:3]1[CH:10]=[CH:9][C:6]([C:7]#[N:8])=[C:5]([CH3:11])[N:4]=1.